This data is from Catalyst prediction with 721,799 reactions and 888 catalyst types from USPTO. The task is: Predict which catalyst facilitates the given reaction. Reactant: [Br:1][C:2]1[C:3](OC)=[C:4]([C:16]#[N:17])[C:5](=[O:15])[N:6]([CH:8]([CH3:14])[C:9]([O:11][CH2:12][CH3:13])=O)[CH:7]=1.[OH2:20].[NH2:21][NH2:22].C(O)C. Product: [NH2:17][C:16]1[C:4]2[C:5](=[O:15])[N:6]([CH:8]([CH3:14])[C:9]([O:11][CH2:12][CH3:13])=[O:20])[CH:7]=[C:2]([Br:1])[C:3]=2[NH:22][N:21]=1. The catalyst class is: 6.